Dataset: Full USPTO retrosynthesis dataset with 1.9M reactions from patents (1976-2016). Task: Predict the reactants needed to synthesize the given product. (1) The reactants are: [NH2:1][C:2]1[CH:21]=[CH:20][C:5]([C:6]([NH:8][CH2:9][C:10]2[CH:15]=[CH:14][C:13]([S:16](=[O:19])(=[O:18])[NH2:17])=[CH:12][CH:11]=2)=[O:7])=[CH:4][CH:3]=1.[C:22]([C:24]1[CH:25]=[C:26]([N:30]=[C:31]=[O:32])[CH:27]=[CH:28][CH:29]=1)#[N:23]. Given the product [C:22]([C:24]1[CH:25]=[C:26]([NH:30][C:31](=[O:32])[NH:1][C:2]2[CH:21]=[CH:20][C:5]([C:6]([NH:8][CH2:9][C:10]3[CH:15]=[CH:14][C:13]([S:16](=[O:19])(=[O:18])[NH2:17])=[CH:12][CH:11]=3)=[O:7])=[CH:4][CH:3]=2)[CH:27]=[CH:28][CH:29]=1)#[N:23], predict the reactants needed to synthesize it. (2) Given the product [NH2:47][C:43]1[N:42]=[C:41]([I:48])[N:40]=[C:39]2[C:44]=1[N:45]=[CH:46][N:38]2[C@H:30]1[C@@H:31]2[O:35][C:34]([CH3:36])([CH3:37])[O:33][C@@H:32]2[C@@H:28]([CH2:27][OH:26])[O:29]1, predict the reactants needed to synthesize it. The reactants are: CCCC[N+](CCCC)(CCCC)CCCC.[F-].[Si]([O:26][CH2:27][C@@H:28]1[C@H:32]2[O:33][C:34]([CH3:37])([CH3:36])[O:35][C@H:31]2[C@H:30]([N:38]2[CH:46]=[N:45][C:44]3[C:39]2=[N:40][C:41]([I:48])=[N:42][C:43]=3[NH2:47])[O:29]1)(C(C)(C)C)(C)C. (3) Given the product [F:21][C:22]([F:30])([F:29])[CH2:23][CH2:24][S:25]([N:12]([C@@H:13]([CH2:18][CH:19]=[CH2:20])[C:14]([O:16][CH3:17])=[O:15])[CH3:11])(=[O:27])=[O:26], predict the reactants needed to synthesize it. The reactants are: CCN(C(C)C)C(C)C.Cl.[CH3:11][NH:12][C@@H:13]([CH2:18][CH:19]=[CH2:20])[C:14]([O:16][CH3:17])=[O:15].[F:21][C:22]([F:30])([F:29])[CH2:23][CH2:24][S:25](Cl)(=[O:27])=[O:26].Cl. (4) The reactants are: [Cl:1][CH2:2][C:3](=[N:5][OH:6])[NH2:4].C(Cl)[C:8]1[CH:13]=[CH:12][CH:11]=[N:10][CH:9]=1.[C:15]1(C)C=CC=CC=1. Given the product [Cl:1][CH2:2][C:3]1[N:4]=[C:15]([C:9]2[CH:8]=[CH:13][CH:12]=[CH:11][N:10]=2)[O:6][N:5]=1, predict the reactants needed to synthesize it. (5) Given the product [NH2:1][C:2]1[CH:10]=[CH:9][C:8]([N+:11]([O-:13])=[O:12])=[CH:7][C:3]=1[C:4]([NH2:17])=[O:5], predict the reactants needed to synthesize it. The reactants are: [NH2:1][C:2]1[CH:10]=[CH:9][C:8]([N+:11]([O-:13])=[O:12])=[CH:7][C:3]=1[C:4](O)=[O:5].Cl.C([N:17]=C=NCCCN(C)C)C.O.ON1C2C=CC=CC=2N=N1.CN1CCOCC1.[OH-].[NH4+]. (6) Given the product [F:1][C:2]1[CH:3]=[CH:4][C:5]([CH2:6][N:7]2[C:8](=[O:29])[N:9]([C:12]3[CH:16]=[C:15]([C:17]([NH:35][CH2:36][C:41]4[CH:40]=[CH:39][CH:38]=[CH:37][N:33]=4)=[O:19])[NH:14][N:13]=3)[CH:10]=[N:47]2)=[CH:30][CH:31]=1, predict the reactants needed to synthesize it. The reactants are: [F:1][C:2]1[CH:31]=[CH:30][C:5]([CH2:6][N:7]2C[CH2:10][N:9]([C:12]3[CH:16]=[C:15]([C:17]([OH:19])=O)[N:14](CC4C=CC(OC)=CC=4)[N:13]=3)[C:8]2=[O:29])=[CH:4][CH:3]=1.O[N:33]1[C:37]2[CH:38]=[CH:39][CH:40]=[CH:41][C:36]=2[N:35]=N1.F[B-](F)(F)F.[N:47]1(OC(N(C)C)=[N+](C)C)C2C=CC=CC=2N=N1.C(N(CC)C(C)C)(C)C.N1C=CC=CC=1CN. (7) Given the product [ClH:1].[Cl:1][C:2]1[CH:3]=[C:4]([CH2:17][N:18]2[C:22]([CH3:23])=[CH:21][C:20]([C:24]([NH:27][CH2:28][CH:29]3[CH2:34][CH2:33][NH:32][CH2:31][CH2:30]3)=[O:25])=[N:19]2)[C:5]2[O:9][C:8]([C:10]3[CH:11]=[CH:12][CH:13]=[CH:14][CH:15]=3)=[CH:7][C:6]=2[CH:16]=1, predict the reactants needed to synthesize it. The reactants are: [Cl:1][C:2]1[CH:3]=[C:4]([CH2:17][N:18]2[C:22]([CH3:23])=[CH:21][C:20]([C:24](Cl)=[O:25])=[N:19]2)[C:5]2[O:9][C:8]([C:10]3[CH:15]=[CH:14][CH:13]=[CH:12][CH:11]=3)=[CH:7][C:6]=2[CH:16]=1.[NH2:27][CH2:28][CH:29]1[CH2:34][CH2:33][N:32](C(OC(C)(C)C)=O)[CH2:31][CH2:30]1.CCN(CC)CC. (8) Given the product [OH:50][C@@H:43]([C:44]1[CH:45]=[CH:46][CH:47]=[CH:48][CH:49]=1)[C@H:42]([NH:41][C:39](=[O:40])[C@H:38]([CH3:52])[C@H:37]([C@@H:33]1[CH2:34][CH2:35][CH2:36][N:32]1[C:30](=[O:31])[CH2:29][C@@H:28]([O:55][CH3:56])[C@@H:27]([N:25]([CH3:26])[C:23](=[O:24])[C@H:19]([CH:20]([CH3:21])[CH3:22])[NH2:18])[C@@H:57]([CH3:60])[CH2:58][CH3:59])[O:53][CH3:54])[CH3:51], predict the reactants needed to synthesize it. The reactants are: C1C2C(COC([NH:18][C@H:19]([C:23]([N:25]([C@@H:27]([C@@H:57]([CH3:60])[CH2:58][CH3:59])[C@H:28]([O:55][CH3:56])[CH2:29][C:30]([N:32]3[CH2:36][CH2:35][CH2:34][C@H:33]3[C@H:37]([O:53][CH3:54])[C@@H:38]([CH3:52])[C:39]([NH:41][C@H:42]([CH3:51])[C@@H:43]([OH:50])[C:44]3[CH:49]=[CH:48][CH:47]=[CH:46][CH:45]=3)=[O:40])=[O:31])[CH3:26])=[O:24])[CH:20]([CH3:22])[CH3:21])=O)C3C(=CC=CC=3)C=2C=CC=1.C1COCC1.C(NCC)C. (9) Given the product [CH:1]1([C:4]2[N:8]([CH2:9][C:10]3[C:15]([F:16])=[CH:14][C:13]([O:17][CH2:18][CH3:19])=[CH:12][C:11]=3[F:20])[N:7]=[C:6]([C:21]3[N:26]=[C:25]([NH:27][C:28]4[CH:29]=[CH:30][N:31]=[CH:32][CH:33]=4)[C:24]([O:34][CH2:35][CH2:36][S:37]([CH3:38])=[O:48])=[CH:23][N:22]=3)[C:5]=2[CH3:39])[CH2:3][CH2:2]1, predict the reactants needed to synthesize it. The reactants are: [CH:1]1([C:4]2[N:8]([CH2:9][C:10]3[C:15]([F:16])=[CH:14][C:13]([O:17][CH2:18][CH3:19])=[CH:12][C:11]=3[F:20])[N:7]=[C:6]([C:21]3[N:26]=[C:25]([NH:27][C:28]4[CH:33]=[CH:32][N:31]=[CH:30][CH:29]=4)[C:24]([O:34][CH2:35][CH2:36][S:37][CH3:38])=[CH:23][N:22]=3)[C:5]=2[CH3:39])[CH2:3][CH2:2]1.ClC1C=C(C(OO)=[O:48])C=CC=1.S([O-])([O-])(=O)=S.[Na+].[Na+].